From a dataset of Full USPTO retrosynthesis dataset with 1.9M reactions from patents (1976-2016). Predict the reactants needed to synthesize the given product. (1) Given the product [Cl:1][C:2]1[CH:3]=[C:4]([CH:7]=[C:8]([O:10][C:11]2[C:19]3[N:18]=[N:17][N:16]([CH2:28][C:29]4[C:37]5[C:32](=[N:33][C:34]([NH:38][CH2:39][C:40]6[CH:41]=[CH:42][C:43]([O:46][CH3:47])=[CH:44][CH:45]=6)=[CH:35][CH:36]=5)[N:31]([CH2:48][C:49]5[CH:50]=[CH:51][C:52]([O:55][CH3:56])=[CH:53][CH:54]=5)[N:30]=4)[C:15]=3[CH:14]=[CH:13][C:12]=2[Cl:20])[CH:9]=1)[C:5]#[N:6], predict the reactants needed to synthesize it. The reactants are: [Cl:1][C:2]1[CH:3]=[C:4]([CH:7]=[C:8]([O:10][C:11]2[C:19]3[N:18]=[N:17][NH:16][C:15]=3[CH:14]=[CH:13][C:12]=2[Cl:20])[CH:9]=1)[C:5]#[N:6].CC(C)([O-])C.[Li+].Cl[CH2:28][C:29]1[C:37]2[C:32](=[N:33][C:34]([NH:38][CH2:39][C:40]3[CH:45]=[CH:44][C:43]([O:46][CH3:47])=[CH:42][CH:41]=3)=[CH:35][CH:36]=2)[N:31]([CH2:48][C:49]2[CH:54]=[CH:53][C:52]([O:55][CH3:56])=[CH:51][CH:50]=2)[N:30]=1. (2) Given the product [Si:22]([O:25][CH2:26][C@@H:27]1[C@@H:34]2[C@@H:30]([O:31][C:32]([CH3:35])([CH3:36])[O:33]2)[CH2:29][S@@:12]1=[O:16])([C:18]([CH3:21])([CH3:19])[CH3:20])([CH3:23])[CH3:24].[Si:22]([O:25][CH2:26][C@@H:27]1[C@@H:34]2[C@@H:30]([O:31][C:32]([CH3:36])([CH3:35])[O:33]2)[CH2:29][S@:28]1=[O:9])([C:18]([CH3:21])([CH3:19])[CH3:20])([CH3:24])[CH3:23], predict the reactants needed to synthesize it. The reactants are: ClC1C=CC=C(C(OO)=[O:9])C=1.[S:12]([O-:16])([O-])(=O)=O.[Mg+2].[C:18]([Si:22]([O:25][CH2:26][C@@H:27]1[C@@H:34]2[C@@H:30]([O:31][C:32]([CH3:36])([CH3:35])[O:33]2)[CH2:29][S:28]1)([CH3:24])[CH3:23])([CH3:21])([CH3:20])[CH3:19]. (3) Given the product [CH3:12][C:2]1[CH:3]=[CH:4][C:5]([S:8]([O-:11])(=[O:10])=[O:9])=[CH:6][CH:7]=1.[CH2:13]([C@@:16]1([CH3:44])[CH2:21][C@H:20]([C:22]2[CH:27]=[CH:26][CH:25]=[C:24]([Cl:28])[CH:23]=2)[C@@H:19]([C:29]2[CH:34]=[CH:33][C:32]([Cl:35])=[C:31]([F:36])[CH:30]=2)[N+:18]2[C@@H:37]([CH:40]3[CH2:42][CH2:41]3)[CH2:38][O:39][C:17]1=2)[CH:14]=[CH2:15], predict the reactants needed to synthesize it. The reactants are: O.[C:2]1([CH3:12])[CH:7]=[CH:6][C:5]([S:8]([OH:11])(=[O:10])=[O:9])=[CH:4][CH:3]=1.[CH2:13]([C@@:16]1([CH3:44])[CH2:21][C@H:20]([C:22]2[CH:27]=[CH:26][CH:25]=[C:24]([Cl:28])[CH:23]=2)[C@@H:19]([C:29]2[CH:34]=[CH:33][C:32]([Cl:35])=[C:31]([F:36])[CH:30]=2)[N:18]([C@@H:37]([CH:40]2[CH2:42][CH2:41]2)[CH2:38][OH:39])[C:17]1=O)[CH:14]=[CH2:15]. (4) Given the product [F:8][C:7]1[CH:6]=[CH:5][C:4]([CH:9]2[CH2:14][C:13]([CH3:28])([S:15]([C:18]3[CH:23]=[CH:22][CH:21]=[C:20]([C:24]([F:27])([F:25])[F:26])[CH:19]=3)(=[O:17])=[O:16])[CH2:12][CH2:11][O:10]2)=[CH:3][C:2]=1[C:29]#[N:30], predict the reactants needed to synthesize it. The reactants are: Br[C:2]1[CH:3]=[C:4]([CH:9]2[CH2:14][C:13]([CH3:28])([S:15]([C:18]3[CH:23]=[CH:22][CH:21]=[C:20]([C:24]([F:27])([F:26])[F:25])[CH:19]=3)(=[O:17])=[O:16])[CH2:12][CH2:11][O:10]2)[CH:5]=[CH:6][C:7]=1[F:8].[C:29]([Cu])#[N:30]. (5) Given the product [C:23]([O:1][CH2:2][C@H:3]1[NH:7][C:6](=[O:8])[CH2:5][CH2:4]1)([C:18]1[CH:19]=[CH:20][CH:21]=[CH:22][CH:17]=1)([C:30]1[CH:31]=[CH:32][CH:33]=[CH:34][CH:35]=1)[C:24]1[CH:25]=[CH:26][CH:27]=[CH:28][CH:29]=1, predict the reactants needed to synthesize it. The reactants are: [OH:1][CH2:2][C@H:3]1[NH:7][C:6](=[O:8])[CH2:5][CH2:4]1.C(N(CC)CC)C.Cl[C:17]1[CH:22]=[CH:21][CH:20]=[CH:19][C:18]=1[CH:23]([C:30]1[CH:35]=[CH:34][CH:33]=[CH:32][CH:31]=1)[C:24]1[CH:29]=[CH:28][CH:27]=[CH:26][CH:25]=1.O. (6) Given the product [C:32]([C:5]1[CH:10]=[CH:9][N:8]=[C:7]([C:11]2[N:15]([C:16]3[CH:17]=[N:18][C:19]([O:22][CH3:23])=[CH:20][CH:21]=3)[N:14]=[C:13]([C:24]([N:26]3[CH2:31][CH2:30][CH2:29][CH2:28][CH2:27]3)=[O:25])[CH:12]=2)[CH:6]=1)#[N:33], predict the reactants needed to synthesize it. The reactants are: CS([C:5]1[CH:10]=[CH:9][N:8]=[C:7]([C:11]2[N:15]([C:16]3[CH:17]=[N:18][C:19]([O:22][CH3:23])=[CH:20][CH:21]=3)[N:14]=[C:13]([C:24]([N:26]3[CH2:31][CH2:30][CH2:29][CH2:28][CH2:27]3)=[O:25])[CH:12]=2)[CH:6]=1)(=O)=O.[C-:32]#[N:33].[K+].